This data is from Reaction yield outcomes from USPTO patents with 853,638 reactions. The task is: Predict the reaction yield, written as a fraction of the theoretical maximum amount of product (1.0 means a 100% yield; for example, 0.34 means a 34% yield). (1) The product is [NH2:2][C:11]1[C:10]([N+:15]([O-:17])=[O:16])=[CH:9][C:5]([C:6]([OH:8])=[O:7])=[C:4]([F:3])[C:12]=1[F:13]. The catalyst is O. The reactants are [OH-].[NH4+:2].[F:3][C:4]1[C:12]([F:13])=[C:11](F)[C:10]([N+:15]([O-:17])=[O:16])=[CH:9][C:5]=1[C:6]([OH:8])=[O:7].Cl. The yield is 0.950. (2) The reactants are [CH3:1][O:2][C:3](=[O:32])[C:4]([NH:7][C:8]([C:10]1[C:15]([O:16]CC2C=CC=CC=2)=[CH:14][C:13]([O:24]CC2C=CC=CC=2)=[CH:12][N:11]=1)=[O:9])([CH3:6])[CH3:5]. The catalyst is CO.[Pd]. The product is [CH3:1][O:2][C:3](=[O:32])[C:4]([NH:7][C:8]([C:10]1[C:15]([OH:16])=[CH:14][C:13]([OH:24])=[CH:12][N:11]=1)=[O:9])([CH3:6])[CH3:5]. The yield is 0.940. (3) The reactants are [C:1]([O:5][C:6]([N:8]1[C:17]2[C:12](=[CH:13][CH:14]=[C:15]([C:18]3[S:19][C:20]([CH2:28][CH2:29][CH2:30]Cl)=[C:21]([C:23]([O:25][CH2:26][CH3:27])=[O:24])[N:22]=3)[CH:16]=2)[CH2:11][CH2:10][CH2:9]1)=[O:7])([CH3:4])([CH3:3])[CH3:2].[Na+].[I-:33]. The catalyst is C(#N)C. The product is [C:1]([O:5][C:6]([N:8]1[C:17]2[C:12](=[CH:13][CH:14]=[C:15]([C:18]3[S:19][C:20]([CH2:28][CH2:29][CH2:30][I:33])=[C:21]([C:23]([O:25][CH2:26][CH3:27])=[O:24])[N:22]=3)[CH:16]=2)[CH2:11][CH2:10][CH2:9]1)=[O:7])([CH3:4])([CH3:3])[CH3:2]. The yield is 0.970.